Dataset: Forward reaction prediction with 1.9M reactions from USPTO patents (1976-2016). Task: Predict the product of the given reaction. (1) Given the reactants C[O:2][C:3]([C@@H:5]1[C@@H:10]([C:11]2[CH:16]=[CH:15][C:14]([O:17][CH2:18][CH2:19][O:20][C:21]3[C:26]([Cl:27])=[CH:25][C:24]([CH3:28])=[CH:23][C:22]=3[Cl:29])=[CH:13][CH:12]=2)[CH2:9][CH2:8][N:7]([C:30]([O:32][C:33]([CH3:36])([CH3:35])[CH3:34])=[O:31])[CH2:6]1)=[O:4].[OH-].[Na+].O, predict the reaction product. The product is: [C:33]([O:32][C:30]([N:7]1[CH2:8][CH2:9][C@H:10]([C:11]2[CH:16]=[CH:15][C:14]([O:17][CH2:18][CH2:19][O:20][C:21]3[C:26]([Cl:27])=[CH:25][C:24]([CH3:28])=[CH:23][C:22]=3[Cl:29])=[CH:13][CH:12]=2)[C@@H:5]([C:3]([OH:4])=[O:2])[CH2:6]1)=[O:31])([CH3:36])([CH3:34])[CH3:35]. (2) Given the reactants Cl.[NH:2]1[CH2:7][CH2:6][NH:5][CH2:4][CH2:3]1.[Br:8][C:9]1[CH:17]=[CH:16][C:12]([C:13]([Cl:15])=[O:14])=[CH:11][CH:10]=1.[OH-].[Na+], predict the reaction product. The product is: [ClH:15].[Br:8][C:9]1[CH:17]=[CH:16][C:12]([C:13]([N:2]2[CH2:7][CH2:6][NH:5][CH2:4][CH2:3]2)=[O:14])=[CH:11][CH:10]=1. (3) Given the reactants [CH3:1][C:2]1[CH:6]=[C:5]([CH2:7][CH2:8][CH:9]([CH3:11])[CH3:10])[O:4][N:3]=1.[H][H], predict the reaction product. The product is: [NH2:3][C:2](=[CH:6][C:5](=[O:4])[CH2:7][CH2:8][CH:9]([CH3:10])[CH3:11])[CH3:1]. (4) The product is: [O:18]=[S:17]1(=[O:19])[CH2:16][CH2:15][CH2:14][N:1]1[C:2]1[CH:11]=[CH:10][C:5]([C:6]([OH:8])=[O:7])=[C:4]([F:12])[CH:3]=1. Given the reactants [NH2:1][C:2]1[CH:11]=[CH:10][C:5]([C:6]([O:8]C)=[O:7])=[C:4]([F:12])[CH:3]=1.Cl[CH2:14][CH2:15][CH2:16][S:17](Cl)(=[O:19])=[O:18], predict the reaction product. (5) Given the reactants [Cl:1][C:2]1[CH:3]=[C:4]([N:21]2C(=O)C3C(=CC=CC=3)C2=O)[CH:5]=[C:6]([Cl:20])[C:7]=1[CH2:8][C:9]1[CH:14]=[C:13]([CH:15]([CH3:17])[CH3:16])[C:12](=[O:18])[N:11]([CH3:19])[N:10]=1, predict the reaction product. The product is: [NH2:21][C:4]1[CH:3]=[C:2]([Cl:1])[C:7]([CH2:8][C:9]2[CH:14]=[C:13]([CH:15]([CH3:17])[CH3:16])[C:12](=[O:18])[N:11]([CH3:19])[N:10]=2)=[C:6]([Cl:20])[CH:5]=1. (6) Given the reactants Cl[CH2:2][C:3]1[N:12]([C:13]2[CH:18]=[CH:17][CH:16]=[CH:15][C:14]=2[CH3:19])[C:11](=[O:20])[C:10]2[C:5](=[CH:6][CH:7]=[CH:8][C:9]=2[CH3:21])[N:4]=1.[NH:22]1[C:26]2=[N:27][CH:28]=[N:29][C:30]([NH2:31])=[C:25]2[CH:24]=[N:23]1.C([O-])([O-])=O.[K+].[K+], predict the reaction product. The product is: [NH2:31][C:30]1[N:29]=[CH:28][N:27]=[C:26]2[N:22]([CH2:2][C:3]3[N:12]([C:13]4[CH:18]=[CH:17][CH:16]=[CH:15][C:14]=4[CH3:19])[C:11](=[O:20])[C:10]4[C:5](=[CH:6][CH:7]=[CH:8][C:9]=4[CH3:21])[N:4]=3)[N:23]=[CH:24][C:25]=12. (7) Given the reactants [CH3:1][C:2]([C:8]1[CH:13]=[CH:12][CH:11]=[CH:10][CH:9]=1)([CH2:6][CH3:7])[C:3](O)=[O:4].C(N(CC)CC)C.ClC(OCC)=O.[N-:27]=[N+:28]=[N-:29].[Na+], predict the reaction product. The product is: [CH3:1][C:2]([C:8]1[CH:13]=[CH:12][CH:11]=[CH:10][CH:9]=1)([CH2:6][CH3:7])[C:3]([N:27]=[N+:28]=[N-:29])=[O:4]. (8) Given the reactants [CH2:1]([C:7]1[CH:15]=[CH:14][C:10]([C:11](Cl)=[O:12])=[CH:9][CH:8]=1)[CH2:2][CH2:3][CH2:4][CH2:5][CH3:6].[NH2:16][C:17]([CH3:31])([CH2:20][N:21]1[CH:30]=[C:24]2[N:25]=[CH:26][C:27]([Br:29])=[CH:28][C:23]2=[N:22]1)[C:18]#[N:19], predict the reaction product. The product is: [Br:29][C:27]1[CH:26]=[N:25][C:24]2=[CH:30][N:21]([CH2:20][C:17]([NH:16][C:11](=[O:12])[C:10]3[CH:14]=[CH:15][C:7]([CH2:1][CH2:2][CH2:3][CH2:4][CH2:5][CH3:6])=[CH:8][CH:9]=3)([C:18]#[N:19])[CH3:31])[N:22]=[C:23]2[CH:28]=1.